This data is from Forward reaction prediction with 1.9M reactions from USPTO patents (1976-2016). The task is: Predict the product of the given reaction. Given the reactants [CH2:1]([N:8]1[C:12]2[CH:13]=[C:14](Cl)[C:15]3[N:16]([C:17]([CH3:20])=[N:18][N:19]=3)[C:11]=2[CH:10]=[C:9]1[CH3:22])[C:2]1[CH:7]=[CH:6][CH:5]=[CH:4][CH:3]=1.[NH2:23][CH:24]1[CH2:29][CH2:28][N:27](C(OC(C)(C)C)=O)[CH2:26][CH2:25]1.CC([O-])(C)C.[Na+].CC1(C)C2C=CC=C(P(C3C=CC=CC=3)C3C=CC=CC=3)C=2OC2C1=CC=CC=2P(C1C=CC=CC=1)C1C=CC=CC=1.Cl.O1CCOCC1, predict the reaction product. The product is: [CH2:1]([N:8]1[C:12]2[CH:13]=[C:14]([NH:23][CH:24]3[CH2:29][CH2:28][NH:27][CH2:26][CH2:25]3)[C:15]3[N:16]([C:17]([CH3:20])=[N:18][N:19]=3)[C:11]=2[CH:10]=[C:9]1[CH3:22])[C:2]1[CH:7]=[CH:6][CH:5]=[CH:4][CH:3]=1.